From a dataset of Reaction yield outcomes from USPTO patents with 853,638 reactions. Predict the reaction yield, written as a fraction of the theoretical maximum amount of product (1.0 means a 100% yield; for example, 0.34 means a 34% yield). (1) The reactants are [NH:1]1[CH2:6][CH2:5][O:4][CH:3]([CH2:7][NH:8][C:9](=[O:15])[O:10][C:11]([CH3:14])([CH3:13])[CH3:12])[CH2:2]1.Br[C:17]1[CH:22]=[CH:21][C:20]([C:23]([F:26])([F:25])[F:24])=[CH:19][CH:18]=1.CC(C1C=C(C(C)C)C(C2C=CC=CC=2P(C2CCCCC2)C2CCCCC2)=C(C(C)C)C=1)C.CC(C)([O-])C.[Na+]. The catalyst is C1(C)C=CC=CC=1.C1C=CC(/C=C/C(/C=C/C2C=CC=CC=2)=O)=CC=1.C1C=CC(/C=C/C(/C=C/C2C=CC=CC=2)=O)=CC=1.[Pd]. The product is [C:11]([O:10][C:9](=[O:15])[NH:8][CH2:7][CH:3]1[O:4][CH2:5][CH2:6][N:1]([C:17]2[CH:22]=[CH:21][C:20]([C:23]([F:26])([F:25])[F:24])=[CH:19][CH:18]=2)[CH2:2]1)([CH3:12])([CH3:14])[CH3:13]. The yield is 0.440. (2) The reactants are CC1C=CC(S([N:11]2[CH:15]=[C:14]([CH:16]=O)[CH:13]=[N:12]2)(=O)=O)=CC=1.[NH2:18][C:19]1[CH:24]=[CH:23][C:22]([Cl:25])=[CH:21][C:20]=1[CH2:26][C:27]([O-:29])=O.[NH2:18][C:19]1[CH:24]=[CH:23][C:22]([Cl:25])=[CH:21][C:20]=1[CH2:26][C:27]([O-:29])=O.[Ba+2].[SiH](CC)(CC)CC. The catalyst is C(O)(C(F)(F)F)=O.C(Cl)Cl.O. The product is [Cl:25][C:22]1[CH:21]=[C:20]2[C:19](=[CH:24][CH:23]=1)[N:18]([CH2:16][C:14]1[CH:15]=[N:11][NH:12][CH:13]=1)[C:27](=[O:29])[CH2:26]2. The yield is 0.0600.